Dataset: Full USPTO retrosynthesis dataset with 1.9M reactions from patents (1976-2016). Task: Predict the reactants needed to synthesize the given product. Given the product [C:16]([O:15][C:13]([N:10]1[CH2:11][CH:12]=[C:7]([B:22]2[O:31][C:28]([CH3:30])([CH3:29])[C:25]([CH3:27])([CH3:26])[O:24]2)[CH2:8][CH2:9]1)=[O:14])([CH3:19])([CH3:18])[CH3:17], predict the reactants needed to synthesize it. The reactants are: FC(F)(F)S(O[C:7]1[CH2:8][CH2:9][N:10]([C:13]([O:15][C:16]([CH3:19])([CH3:18])[CH3:17])=[O:14])[CH2:11][CH:12]=1)(=O)=O.[B:22].[B].[OH:24][C:25]([C:28]([OH:31])([CH3:30])[CH3:29])([CH3:27])[CH3:26].C([O-])(=O)C.[K+].ClCCl.